This data is from Full USPTO retrosynthesis dataset with 1.9M reactions from patents (1976-2016). The task is: Predict the reactants needed to synthesize the given product. (1) Given the product [Br:20][C:13]1[S:12](=[C:38]=[O:45])[C:11]([C:8]2[CH:7]=[CH:6][C:5]([C:1]([CH3:2])([CH3:3])[CH3:4])=[CH:10][CH:9]=2)=[C:15]([OH:16])[C:14]=1[CH3:17], predict the reactants needed to synthesize it. The reactants are: [C:1]([C:5]1[CH:10]=[CH:9][C:8]([C:11]2[S:12][CH:13]=[C:14]([C:17](C)=O)[C:15]=2[OH:16])=[CH:7][CH:6]=1)([CH3:4])([CH3:3])[CH3:2].[Br:20]N1C(=O)CCC1=O.C(OO[C:38](=[O:45])C1C=CC=CC=1)(=O)C1C=CC=CC=1.O. (2) Given the product [C:3]1([C:9]2[O:13][N:12]=[C:11]([CH:14]([P:15](=[O:22])([O:16][CH2:17][CH3:18])[O:19][CH2:20][CH3:21])[CH3:23])[N:10]=2)[CH:4]=[CH:5][CH:6]=[CH:7][CH:8]=1, predict the reactants needed to synthesize it. The reactants are: [H-].[Na+].[C:3]1([C:9]2[O:13][N:12]=[C:11]([CH2:14][P:15](=[O:22])([O:19][CH2:20][CH3:21])[O:16][CH2:17][CH3:18])[N:10]=2)[CH:8]=[CH:7][CH:6]=[CH:5][CH:4]=1.[CH3:23]I. (3) The reactants are: [CH2:1]([O:8][C:9](=[O:24])[NH:10][C@@H:11]1[C:14](=[O:15])[NH:13][C@@H:12]1[CH2:16][N:17]1[N:21]=[C:20]([CH2:22][OH:23])[CH:19]=[N:18]1)[C:2]1[CH:7]=[CH:6][CH:5]=[CH:4][CH:3]=1. Given the product [CH2:1]([O:8][C:9](=[O:24])[NH:10][C@@H:11]1[C:14](=[O:15])[NH:13][C@@H:12]1[CH2:16][N:17]1[N:21]=[C:20]([CH:22]=[O:23])[CH:19]=[N:18]1)[C:2]1[CH:3]=[CH:4][CH:5]=[CH:6][CH:7]=1, predict the reactants needed to synthesize it. (4) Given the product [C:63]1([N:69]2[C:77]3[C:72](=[N:73][CH:74]=[CH:75][CH:76]=3)[C:71]([C:78]([N:80]3[CH2:85][CH2:84][NH:83][CH2:82][CH2:81]3)=[O:79])=[C:70]2[CH:86]([C:88]2[CH:93]=[CH:92][CH:91]=[CH:90][CH:89]=2)[CH3:87])[CH:68]=[CH:67][CH:66]=[CH:65][CH:64]=1, predict the reactants needed to synthesize it. The reactants are: C(OC(N1CCN(C(C2C3=NC=CC=C3N(C3C=CC=CC=3)C=2Cl)=O)CC1)=O)(C)(C)C.[Br-].CC([Zn+])C1C=CC=CC=1.F[B-](F)(F)F.C([PH+](C(C)(C)C)C(C)(C)C)(C)(C)C.Cl.Cl.Cl.[C:63]1([N:69]2[C:77]3[C:72](=[N:73][CH:74]=[CH:75][CH:76]=3)[C:71]([C:78]([N:80]3[CH2:85][CH2:84][NH:83][CH2:82][CH2:81]3)=[O:79])=[C:70]2[CH:86]([C:88]2[CH:93]=[CH:92][CH:91]=[CH:90][CH:89]=2)[CH3:87])[CH:68]=[CH:67][CH:66]=[CH:65][CH:64]=1.